This data is from Catalyst prediction with 721,799 reactions and 888 catalyst types from USPTO. The task is: Predict which catalyst facilitates the given reaction. Reactant: [N:1]1[CH:6]=[CH:5][CH:4]=[C:3]([CH2:7][O:8][C:9]([NH:11][CH2:12][C:13]2[CH:21]=[CH:20][C:16]([C:17](O)=[O:18])=[CH:15][CH:14]=2)=[O:10])[CH:2]=1.[Cl-].[NH4+].F[P-](F)(F)(F)(F)F.[N:31]1(O[P+](N(C)C)(N(C)C)N(C)C)C2C=CC=CC=2N=N1.CCN(C(C)C)C(C)C. Product: [N:1]1[CH:6]=[CH:5][CH:4]=[C:3]([CH2:7][O:8][C:9](=[O:10])[NH:11][CH2:12][C:13]2[CH:21]=[CH:20][C:16]([C:17]([NH2:31])=[O:18])=[CH:15][CH:14]=2)[CH:2]=1. The catalyst class is: 18.